Dataset: Full USPTO retrosynthesis dataset with 1.9M reactions from patents (1976-2016). Task: Predict the reactants needed to synthesize the given product. (1) Given the product [CH3:23][O:24][C:25](=[O:36])[C:26]1[CH:31]=[CH:30][C:29]([NH:32][C:33]([N:7]([CH:1]2[CH2:6][CH2:5][CH2:4][CH2:3][CH2:2]2)[C:8]2[N:9]([C:17]3[CH:18]=[CH:19][CH:20]=[CH:21][CH:22]=3)[N:10]=[C:11]3[C:16]=2[CH:15]=[CH:14][CH:13]=[CH:12]3)=[O:34])=[C:28]([CH3:35])[CH:27]=1, predict the reactants needed to synthesize it. The reactants are: [CH:1]1([NH:7][C:8]2[N:9]([C:17]3[CH:22]=[CH:21][CH:20]=[CH:19][CH:18]=3)[N:10]=[C:11]3[C:16]=2[CH:15]=[CH:14][CH:13]=[CH:12]3)[CH2:6][CH2:5][CH2:4][CH2:3][CH2:2]1.[CH3:23][O:24][C:25](=[O:36])[C:26]1[CH:31]=[CH:30][C:29]([N:32]=[C:33]=[O:34])=[C:28]([CH3:35])[CH:27]=1. (2) Given the product [F:1][C:2]1[C:11]2[O:12][C:15]([CH2:16][CH2:17][CH2:18][CH2:19][CH2:20][CH2:21][CH2:22][CH3:23])=[CH:14][C:10]=2[CH:9]=[C:4]([C:5]([O:7][CH3:8])=[O:6])[CH:3]=1, predict the reactants needed to synthesize it. The reactants are: [F:1][C:2]1[CH:3]=[C:4]([CH:9]=[C:10](I)[C:11]=1[OH:12])[C:5]([O:7][CH3:8])=[O:6].[CH:14]#[C:15][CH2:16][CH2:17][CH2:18][CH2:19][CH2:20][CH2:21][CH2:22][CH3:23].C(NC(C)C)(C)C. (3) Given the product [Br:1][C:2]1[CH:3]=[C:4]2[C:10](=[CH:11][CH:12]=1)[C:26](=[O:27])[N:24]([CH3:23])[C:13]2=[O:16], predict the reactants needed to synthesize it. The reactants are: [Br:1][C:2]1[CH:12]=[CH:11][CH:10]=[C:4]2C(NC(=O)[C:3]=12)=O.[C:13](=[O:16])([O-])[O-].[K+].[K+].[I-].[K+].CI.[CH3:23][N:24]([CH:26]=[O:27])C.